From a dataset of Full USPTO retrosynthesis dataset with 1.9M reactions from patents (1976-2016). Predict the reactants needed to synthesize the given product. (1) Given the product [C@@H:11]1([NH:21][CH2:1][C:3]2[CH:4]=[C:5]([CH:8]=[CH:9][CH:10]=2)[C:6]#[N:7])[C:20]2[C:15](=[CH:16][CH:17]=[CH:18][CH:19]=2)[CH2:14][CH2:13][CH2:12]1, predict the reactants needed to synthesize it. The reactants are: [CH:1]([C:3]1[CH:4]=[C:5]([CH:8]=[CH:9][CH:10]=1)[C:6]#[N:7])=O.[C@@H:11]1([NH2:21])[C:20]2[C:15](=[CH:16][CH:17]=[CH:18][CH:19]=2)[CH2:14][CH2:13][CH2:12]1. (2) Given the product [F:11][C:12]1[CH:21]=[C:20]([CH2:22][NH:10][CH2:9][C:5]2[CH:6]=[CH:7][CH:8]=[C:3]([O:2][CH3:1])[CH:4]=2)[CH:19]=[CH:18][C:13]=1[C:14]([O:16][CH3:17])=[O:15], predict the reactants needed to synthesize it. The reactants are: [CH3:1][O:2][C:3]1[CH:4]=[C:5]([CH2:9][NH2:10])[CH:6]=[CH:7][CH:8]=1.[F:11][C:12]1[CH:21]=[C:20]([CH:22]=O)[CH:19]=[CH:18][C:13]=1[C:14]([O:16][CH3:17])=[O:15]. (3) Given the product [CH3:30][N:13]([CH3:12])[C:14]1[C:19]([CH:20]([CH3:21])[CH3:22])=[CH:18][C:17]([CH:23]([OH:26])[C:24]#[C:25][C:9]2[CH:8]=[CH:7][C:3]([C:4]([OH:6])=[O:5])=[C:2]([OH:1])[CH:10]=2)=[CH:16][C:15]=1[CH:27]([CH3:29])[CH3:28], predict the reactants needed to synthesize it. The reactants are: [OH:1][C:2]1[CH:10]=[C:9](I)[CH:8]=[CH:7][C:3]=1[C:4]([OH:6])=[O:5].[CH3:12][N:13]([CH3:30])[C:14]1[C:19]([CH:20]([CH3:22])[CH3:21])=[CH:18][C:17]([CH:23]([OH:26])[C:24]#[CH:25])=[CH:16][C:15]=1[CH:27]([CH3:29])[CH3:28]. (4) Given the product [C:1]([C:5]1[N:6]=[C:7]([C:10]2[CH:11]=[C:12]([CH:13]=[CH:14][CH:15]=2)[O:16][C:17]2[CH:22]=[CH:21][C:20]([NH2:23])=[CH:19][C:18]=2[Cl:26])[S:8][CH:9]=1)([CH3:4])([CH3:2])[CH3:3], predict the reactants needed to synthesize it. The reactants are: [C:1]([C:5]1[N:6]=[C:7]([C:10]2[CH:15]=[CH:14][CH:13]=[C:12]([O:16][C:17]3[CH:22]=[CH:21][C:20]([N+:23]([O-])=O)=[CH:19][C:18]=3[Cl:26])[CH:11]=2)[S:8][CH:9]=1)([CH3:4])([CH3:3])[CH3:2]. (5) Given the product [CH3:1][O:2][C:3](=[O:16])[C:4]1[CH:9]=[C:8]([F:10])[C:7]([CH3:11])=[C:6]([NH2:12])[CH:5]=1, predict the reactants needed to synthesize it. The reactants are: [CH3:1][O:2][C:3](=[O:16])[C:4]1[CH:9]=[C:8]([F:10])[C:7]([CH3:11])=[C:6]([N+:12]([O-])=O)[C:5]=1Cl.C([O-])=O.[NH4+]. (6) Given the product [Cl:1][C:2]1[C:7]([C:8]2[N:9]=[C:10]([N:20]3[CH2:21][CH2:22][O:23][CH2:24][CH2:25]3)[S:11][C:12]=2[C:13]2[CH:18]=[CH:17][N:16]=[CH:15][N:14]=2)=[CH:6][CH:5]=[CH:4][C:3]=1[NH:26][S:27]([C:30]1[CH:34]=[CH:33][O:32][CH:31]=1)(=[O:28])=[O:29], predict the reactants needed to synthesize it. The reactants are: [Cl:1][C:2]1[C:7]([C:8]2[N:9]=[C:10]([N:20]3[CH2:25][CH2:24][O:23][CH2:22][CH2:21]3)[S:11][C:12]=2[C:13]2[CH:18]=[CH:17][N:16]=[C:15](Cl)[N:14]=2)=[CH:6][CH:5]=[CH:4][C:3]=1[NH:26][S:27]([C:30]1[CH:34]=[CH:33][O:32][CH:31]=1)(=[O:29])=[O:28].C([O-])=O.[NH4+]. (7) The reactants are: C(Cl)(=O)C(Cl)=O.[CH3:7][N:8]([CH3:11])[CH:9]=O.[CH3:12][CH:13](C(O)=O)[C:14](O)=O.[CH3:20][O:21][C:22](=[O:26])[CH2:23][C:24]#[N:25].C[O-].[Na+]. Given the product [CH3:7][N:8]([CH:9]=[C:13]([CH3:14])[CH:12]=[C:23]([C:24]#[N:25])[C:22]([O:21][CH3:20])=[O:26])[CH3:11], predict the reactants needed to synthesize it. (8) Given the product [CH:1]1([N:6]2[CH2:12][C:11]([F:13])([F:14])[C:10](=[O:15])[N:9]([CH3:16])[C:8]3[CH:17]=[N:18][C:19]([NH:21][C:22]4[CH:30]=[CH:29][C:25]([C:26]([NH:33][CH2:34][CH2:35][OH:36])=[O:27])=[CH:24][C:23]=4[O:31][CH3:32])=[N:20][C:7]2=3)[CH2:2][CH2:3][CH2:4][CH2:5]1, predict the reactants needed to synthesize it. The reactants are: [CH:1]1([N:6]2[CH2:12][C:11]([F:14])([F:13])[C:10](=[O:15])[N:9]([CH3:16])[C:8]3[CH:17]=[N:18][C:19]([NH:21][C:22]4[CH:30]=[CH:29][C:25]([C:26](O)=[O:27])=[CH:24][C:23]=4[O:31][CH3:32])=[N:20][C:7]2=3)[CH2:5][CH2:4][CH2:3][CH2:2]1.[NH2:33][CH2:34][CH2:35][OH:36].F[P-](F)(F)(F)(F)F.CN(C(N(C)C)=[N+]1C2C(=NC=CC=2)[N+]([O-])=N1)C.C(N(C(C)C)CC)(C)C. (9) Given the product [CH:1]1([N:4]([CH:30]2[CH2:31][CH2:32]2)[C:5]([C:7]2[N:27]([CH2:28][CH3:29])[C:10]3=[N:11][C:12]([NH:19][C:20]4[CH:21]=[C:22]([CH3:23])[N:34]([CH3:33])[N:35]=4)=[C:13]4[N:17]=[CH:16][N:15]([CH3:18])[C:14]4=[C:9]3[CH:8]=2)=[O:6])[CH2:3][CH2:2]1, predict the reactants needed to synthesize it. The reactants are: [CH:1]1([N:4]([CH:30]2[CH2:32][CH2:31]2)[C:5]([C:7]2[N:27]([CH2:28][CH3:29])[C:10]3=[N:11][C:12]([NH:19]/[C:20](/SC)=[CH:21]/[C:22](=O)[CH3:23])=[C:13]4[N:17]=[CH:16][N:15]([CH3:18])[C:14]4=[C:9]3[CH:8]=2)=[O:6])[CH2:3][CH2:2]1.[CH3:33][N:34](C(OCCCC)=O)[NH2:35].C(O)=O.